From a dataset of NCI-60 drug combinations with 297,098 pairs across 59 cell lines. Regression. Given two drug SMILES strings and cell line genomic features, predict the synergy score measuring deviation from expected non-interaction effect. (1) Drug 1: C1CCN(CC1)CCOC2=CC=C(C=C2)C(=O)C3=C(SC4=C3C=CC(=C4)O)C5=CC=C(C=C5)O. Drug 2: COC1=NC(=NC2=C1N=CN2C3C(C(C(O3)CO)O)O)N. Cell line: MALME-3M. Synergy scores: CSS=6.30, Synergy_ZIP=-2.04, Synergy_Bliss=-0.563, Synergy_Loewe=-1.82, Synergy_HSA=-1.99. (2) Drug 1: CN(CC1=CN=C2C(=N1)C(=NC(=N2)N)N)C3=CC=C(C=C3)C(=O)NC(CCC(=O)O)C(=O)O. Drug 2: C1CC(C1)(C(=O)O)C(=O)O.[NH2-].[NH2-].[Pt+2]. Cell line: SW-620. Synergy scores: CSS=26.8, Synergy_ZIP=-2.05, Synergy_Bliss=-5.06, Synergy_Loewe=-35.5, Synergy_HSA=-4.91. (3) Drug 1: CC1=C(N=C(N=C1N)C(CC(=O)N)NCC(C(=O)N)N)C(=O)NC(C(C2=CN=CN2)OC3C(C(C(C(O3)CO)O)O)OC4C(C(C(C(O4)CO)O)OC(=O)N)O)C(=O)NC(C)C(C(C)C(=O)NC(C(C)O)C(=O)NCCC5=NC(=CS5)C6=NC(=CS6)C(=O)NCCC[S+](C)C)O. Drug 2: COC1=C2C(=CC3=C1OC=C3)C=CC(=O)O2. Cell line: HOP-62. Synergy scores: CSS=49.4, Synergy_ZIP=3.76, Synergy_Bliss=3.77, Synergy_Loewe=-13.9, Synergy_HSA=2.63. (4) Drug 1: CC(C)NC(=O)C1=CC=C(C=C1)CNNC.Cl. Drug 2: COCCOC1=C(C=C2C(=C1)C(=NC=N2)NC3=CC=CC(=C3)C#C)OCCOC.Cl. Cell line: HCC-2998. Synergy scores: CSS=-8.77, Synergy_ZIP=6.33, Synergy_Bliss=2.18, Synergy_Loewe=-5.84, Synergy_HSA=-6.60. (5) Drug 1: CCN(CC)CCCC(C)NC1=C2C=C(C=CC2=NC3=C1C=CC(=C3)Cl)OC. Drug 2: C1CC(=O)NC(=O)C1N2C(=O)C3=CC=CC=C3C2=O. Cell line: SF-295. Synergy scores: CSS=21.3, Synergy_ZIP=-2.98, Synergy_Bliss=3.54, Synergy_Loewe=-8.23, Synergy_HSA=0.321. (6) Drug 1: CCC1=CC2CC(C3=C(CN(C2)C1)C4=CC=CC=C4N3)(C5=C(C=C6C(=C5)C78CCN9C7C(C=CC9)(C(C(C8N6C)(C(=O)OC)O)OC(=O)C)CC)OC)C(=O)OC.C(C(C(=O)O)O)(C(=O)O)O. Drug 2: CN(C)C1=NC(=NC(=N1)N(C)C)N(C)C. Cell line: NCI-H522. Synergy scores: CSS=55.1, Synergy_ZIP=-0.139, Synergy_Bliss=-0.122, Synergy_Loewe=-63.4, Synergy_HSA=-2.43. (7) Drug 1: C1=CC(=CC=C1CCC2=CNC3=C2C(=O)NC(=N3)N)C(=O)NC(CCC(=O)O)C(=O)O. Drug 2: CC1CCCC2(C(O2)CC(NC(=O)CC(C(C(=O)C(C1O)C)(C)C)O)C(=CC3=CSC(=N3)C)C)C. Cell line: MDA-MB-231. Synergy scores: CSS=6.27, Synergy_ZIP=-5.99, Synergy_Bliss=-5.76, Synergy_Loewe=-5.47, Synergy_HSA=-5.08. (8) Drug 1: C1CCC(CC1)NC(=O)N(CCCl)N=O. Drug 2: CC(C)(C#N)C1=CC(=CC(=C1)CN2C=NC=N2)C(C)(C)C#N. Cell line: HOP-92. Synergy scores: CSS=16.4, Synergy_ZIP=-6.34, Synergy_Bliss=-4.92, Synergy_Loewe=-3.60, Synergy_HSA=-3.99.